Dataset: Forward reaction prediction with 1.9M reactions from USPTO patents (1976-2016). Task: Predict the product of the given reaction. (1) Given the reactants [C:1]([NH:24][C@@H:25]([CH3:45])[C:26]([O:28][C@H:29]([CH3:44])[C@H:30]([NH:35][C:36](=[O:43])[C:37]1[CH:42]=[CH:41][CH:40]=[N:39][CH:38]=1)[C:31]([O:33][CH3:34])=[O:32])=[O:27])(=[O:23])[CH2:2][CH2:3]/[CH:4]=[CH:5]\[CH2:6]/[CH:7]=[CH:8]\[CH2:9]/[CH:10]=[CH:11]\[CH2:12]/[CH:13]=[CH:14]\[CH2:15]/[CH:16]=[CH:17]\[CH2:18]/[CH:19]=[CH:20]\CC.C(O)(=O)CCC/C=C\C/C=C\C/C=C\C/C=C\C/C=C\CC, predict the reaction product. The product is: [C:1]([NH:24][C@@H:25]([CH3:45])[C:26]([O:28][C@H:29]([CH3:44])[C@H:30]([NH:35][C:36](=[O:43])[C:37]1[CH:42]=[CH:41][CH:40]=[N:39][CH:38]=1)[C:31]([O:33][CH3:34])=[O:32])=[O:27])(=[O:23])[CH2:2][CH2:3][CH2:4]/[CH:5]=[CH:6]\[CH2:7]/[CH:8]=[CH:9]\[CH2:10]/[CH:11]=[CH:12]\[CH2:13]/[CH:14]=[CH:15]\[CH2:16]/[CH:17]=[CH:18]\[CH2:19][CH3:20]. (2) Given the reactants ClP(C(C)(C)C)C(C)(C)C.Br[C:12]1[C:17]2=[CH:18][CH:19]=[C:20]3[C:29]([CH:28]=[C:27]4[C:22]([CH:23]=[CH:24][CH:25]=[CH:26]4)=[CH:21]3)=[C:16]2[CH:15]=[CH:14][CH:13]=1.[C:30]1([NH:36][C:37]2[CH:42]=[CH:41][CH:40]=[CH:39][CH:38]=2)[CH:35]=[CH:34][CH:33]=[CH:32][CH:31]=1.CC(C)([O-])C.[Na+], predict the reaction product. The product is: [C:37]1([N:36]([C:30]2[CH:31]=[CH:32][CH:33]=[CH:34][CH:35]=2)[C:12]2[C:17]3=[CH:18][CH:19]=[C:20]4[C:29]([CH:28]=[C:27]5[C:22]([CH:23]=[CH:24][CH:25]=[CH:26]5)=[CH:21]4)=[C:16]3[CH:15]=[CH:14][CH:13]=2)[CH:38]=[CH:39][CH:40]=[CH:41][CH:42]=1. (3) Given the reactants [N:1]([C@@H:4]1[CH2:9][CH2:8][C@@H:7]([NH:10][C:11](=[O:17])[O:12][C:13]([CH3:16])([CH3:15])[CH3:14])[CH2:6][C@H:5]1[CH3:18])=[N+]=[N-], predict the reaction product. The product is: [NH2:1][C@@H:4]1[CH2:9][CH2:8][C@@H:7]([NH:10][C:11](=[O:17])[O:12][C:13]([CH3:15])([CH3:14])[CH3:16])[CH2:6][C@H:5]1[CH3:18].